This data is from Peptide-MHC class II binding affinity with 134,281 pairs from IEDB. The task is: Regression. Given a peptide amino acid sequence and an MHC pseudo amino acid sequence, predict their binding affinity value. This is MHC class II binding data. (1) The peptide sequence is EKKYFAATQFEPLAG. The MHC is HLA-DQA10401-DQB10402 with pseudo-sequence HLA-DQA10401-DQB10402. The binding affinity (normalized) is 0.599. (2) The peptide sequence is FFFLFNILTGKKITAHHHHHH. The MHC is DRB1_0701 with pseudo-sequence DRB1_0701. The binding affinity (normalized) is 0.476. (3) The peptide sequence is KSRFFIWSQEVPLLT. The MHC is DRB1_1101 with pseudo-sequence DRB1_1101. The binding affinity (normalized) is 0.519.